This data is from Forward reaction prediction with 1.9M reactions from USPTO patents (1976-2016). The task is: Predict the product of the given reaction. (1) The product is: [Cl:13][C:14]1[CH:15]=[CH:16][C:17]([C:20]2[NH:12][C:11]3[N:10]([N:9]=[CH:8][C:7]=3[C:2]3[CH:3]=[CH:4][CH:5]=[CH:6][N:1]=3)[C:22](=[O:23])[CH:21]=2)=[CH:18][CH:19]=1. Given the reactants [N:1]1[CH:6]=[CH:5][CH:4]=[CH:3][C:2]=1[C:7]1[CH:8]=[N:9][NH:10][C:11]=1[NH2:12].[Cl:13][C:14]1[CH:19]=[CH:18][C:17]([C:20](=O)[CH2:21][C:22](OC)=[O:23])=[CH:16][CH:15]=1, predict the reaction product. (2) Given the reactants [C:1]([O:5][C:6](=[O:22])[NH:7][CH2:8][C:9]1[CH:14]=[C:13]([OH:15])[CH:12]=[CH:11][C:10]=1[N:16]1[CH2:20][CH2:19][CH2:18][C:17]1=[O:21])([CH3:4])([CH3:3])[CH3:2].[CH:23]([C:26]1[N:30]=[C:29]([N:31]2[CH2:36][CH2:35][CH:34]([C@H:37]([CH3:45])[CH2:38][CH2:39]OS(C)(=O)=O)[CH2:33][CH2:32]2)[O:28][N:27]=1)([CH3:25])[CH3:24].C([O-])([O-])=O.[K+].[K+], predict the reaction product. The product is: [C:1]([O:5][C:6](=[O:22])[NH:7][CH2:8][C:9]1[CH:14]=[C:13]([O:15][CH2:39][CH2:38][C@H:37]([CH:34]2[CH2:35][CH2:36][N:31]([C:29]3[O:28][N:27]=[C:26]([CH:23]([CH3:24])[CH3:25])[N:30]=3)[CH2:32][CH2:33]2)[CH3:45])[CH:12]=[CH:11][C:10]=1[N:16]1[CH2:20][CH2:19][CH2:18][C:17]1=[O:21])([CH3:4])([CH3:2])[CH3:3]. (3) Given the reactants [C:1]([NH:6][C:7]1[N:8]=[C:9]([C:15](OCC)=[O:16])[N:10](COC)[CH:11]=1)(=[O:5])[CH:2]([CH3:4])[CH3:3], predict the reaction product. The product is: [CH:15]([C:9]1[NH:10][CH:11]=[C:7]([NH:6][C:1](=[O:5])[CH:2]([CH3:3])[CH3:4])[N:8]=1)=[O:16].